Dataset: Peptide-MHC class I binding affinity with 185,985 pairs from IEDB/IMGT. Task: Regression. Given a peptide amino acid sequence and an MHC pseudo amino acid sequence, predict their binding affinity value. This is MHC class I binding data. (1) The peptide sequence is ISDSNPYLTQW. The MHC is HLA-B27:05 with pseudo-sequence HLA-B27:05. The binding affinity (normalized) is 0. (2) The peptide sequence is YQSMIRPPY. The MHC is HLA-A03:01 with pseudo-sequence HLA-A03:01. The binding affinity (normalized) is 0.0847. (3) The peptide sequence is TSACGIFLK. The MHC is HLA-A31:01 with pseudo-sequence HLA-A31:01. The binding affinity (normalized) is 0.0847.